Task: Predict the reactants needed to synthesize the given product.. Dataset: Full USPTO retrosynthesis dataset with 1.9M reactions from patents (1976-2016) (1) Given the product [CH3:24][N:25]1[C:30]2[N:31]=[C:32]([NH:35][CH3:36])[N:33]=[CH:34][C:29]=2[CH:28]=[C:27]([C:2]2[C:11]([CH3:12])=[CH:10][CH:9]=[C:8]3[C:3]=2[CH:4]=[CH:5][N:6]=[C:7]3[NH:13][C:14]2[CH:19]=[CH:18][CH:17]=[C:16]([C:20]([F:23])([F:22])[F:21])[CH:15]=2)[C:26]1=[O:46], predict the reactants needed to synthesize it. The reactants are: I[C:2]1[C:11]([CH3:12])=[CH:10][CH:9]=[C:8]2[C:3]=1[CH:4]=[CH:5][N:6]=[C:7]2[NH:13][C:14]1[CH:19]=[CH:18][CH:17]=[C:16]([C:20]([F:23])([F:22])[F:21])[CH:15]=1.[CH3:24][N:25]1[C:30]2[N:31]=[C:32]([NH:35][CH3:36])[N:33]=[CH:34][C:29]=2[CH:28]=[C:27](B2OC(C)(C)C(C)(C)O2)[C:26]1=[O:46].O.C(=O)([O-])[O-].[Na+].[Na+].C(=O)(O)[O-].[Na+]. (2) Given the product [F:11][C:9]1[CH:10]=[C:2]2[NH:1][C:12](=[O:13])[O:6][C:4](=[O:5])[C:3]2=[CH:7][CH:8]=1, predict the reactants needed to synthesize it. The reactants are: [NH2:1][C:2]1[CH:10]=[C:9]([F:11])[CH:8]=[CH:7][C:3]=1[C:4]([OH:6])=[O:5].[C:12](Cl)(Cl)=[O:13].